This data is from Full USPTO retrosynthesis dataset with 1.9M reactions from patents (1976-2016). The task is: Predict the reactants needed to synthesize the given product. (1) The reactants are: C(O[C:4](=O)[CH2:5][C:6]([C@@H:8]1[CH2:12][CH2:11][CH2:10][N:9]1[C:13]([O:15]C(C)(C)C)=O)=O)C.[NH2:21]/[C:22](/[CH2:29][C:30]1[CH:35]=[CH:34][C:33]([F:36])=[CH:32][CH:31]=1)=[CH:23]\[C:24]([O:26][CH2:27][CH3:28])=[O:25].C([C:40]1[CH:41]=[C:42]([CH:45]=[C:46]([C:48]([F:51])([F:50])[F:49])[CH:47]=1)[CH:43]=[O:44])(O)=O.[NH:52]1[CH2:57][CH2:56][CH2:55][CH2:54][CH2:53]1.O=[N+]([O-])[O-].[O-][N+](=O)[O-].[O-][N+](=O)[O-].[O-][N+](=O)[O-].[O-][N+](=O)[O-].[O-][N+](=O)[O-].[Ce+4].[NH4+].[NH4+].CCN(CC)CC.[S:92]1C=CC=[C:93]1CCN.CCN=C=NCCCN(C)C.C1C=CC2N(O)N=NC=2C=1.C([O-])(O)=O.[Na+]. Given the product [F:36][C:33]1[CH:32]=[CH:31][C:30]([CH2:29][C:22]2[C:23]([C:24]([O:26][CH2:27][CH3:28])=[O:25])=[C:4]([C:40]3[CH:47]=[C:46]([C:48]([F:49])([F:50])[F:51])[CH:45]=[C:42]([C:43]([NH:52][CH2:57][CH2:56][C:55]4[S:92][CH:93]=[CH:53][CH:54]=4)=[O:44])[CH:41]=3)[C:5]3[C:13](=[O:15])[N:9]4[C@@H:8]([CH2:12][CH2:11][CH2:10]4)[C:6]=3[N:21]=2)=[CH:35][CH:34]=1, predict the reactants needed to synthesize it. (2) Given the product [C:1]1([C:15]2[CH:20]=[CH:19][CH:18]=[CH:17][CH:16]=2)[CH:6]=[CH:5][CH:4]=[CH:3][C:2]=1[CH:7]1[N:14]([CH2:28][C:27]2[CH:30]=[CH:31][C:24]([O:23][C:22]([F:21])([F:32])[F:33])=[CH:25][CH:26]=2)[C:10](=[O:12])[CH2:9][CH2:8]1, predict the reactants needed to synthesize it. The reactants are: [C:1]1([C:15]2[CH:20]=[CH:19][CH:18]=[CH:17][CH:16]=2)[CH:6]=[CH:5][CH:4]=[CH:3][C:2]=1[CH:7]([NH2:14])[CH2:8][CH2:9][C:10]([O:12]C)=O.[F:21][C:22]([F:33])([F:32])[O:23][C:24]1[CH:31]=[CH:30][C:27]([CH:28]=O)=[CH:26][CH:25]=1. (3) The reactants are: [OH:1][C:2]1[CH:3]=[C:4]2[C:12](=[CH:13][CH:14]=1)[O:11][C:7]1([CH2:10][CH2:9][CH2:8]1)[CH2:6][C:5]2=[O:15].[C:16](=O)([O-])[O-].[K+].[K+].CI. Given the product [CH3:16][O:1][C:2]1[CH:3]=[C:4]2[C:12](=[CH:13][CH:14]=1)[O:11][C:7]1([CH2:8][CH2:9][CH2:10]1)[CH2:6][C:5]2=[O:15], predict the reactants needed to synthesize it. (4) Given the product [NH2:28][C:16]1[N:15]=[C:14]([NH:13][CH2:12][CH2:11][NH:10][C:2]2[N:7]=[CH:6][C:5]([C:8]#[N:9])=[CH:4][CH:3]=2)[CH:19]=[C:18]([C:20]2[CH:25]=[CH:24][CH:23]=[C:22]([CH3:26])[C:21]=2[CH3:27])[N:17]=1, predict the reactants needed to synthesize it. The reactants are: Cl[C:2]1[N:7]=[CH:6][C:5]([C:8]#[N:9])=[CH:4][CH:3]=1.[NH2:10][CH2:11][CH2:12][NH:13][C:14]1[CH:19]=[C:18]([C:20]2[CH:25]=[CH:24][CH:23]=[C:22]([CH3:26])[C:21]=2[CH3:27])[N:17]=[C:16]([NH2:28])[N:15]=1. (5) Given the product [F:1][C:2]1[CH:7]=[CH:6][C:5]([CH2:8][C:9]2[C:18]3[C:13](=[CH:14][CH:15]=[CH:16][CH:17]=3)[C:12](=[O:19])[NH:11][N:10]=2)=[CH:4][C:3]=1[C:20]([N:22]1[CH2:23][CH2:24][NH:25][CH2:26][CH:27]1[C:60](=[O:59])[CH2:61][CH2:62][CH2:63][CH2:64][CH2:65][OH:66])=[O:21], predict the reactants needed to synthesize it. The reactants are: [F:1][C:2]1[CH:7]=[CH:6][C:5]([CH2:8][C:9]2[C:18]3[C:13](=[CH:14][CH:15]=[CH:16][CH:17]=3)[C:12](=[O:19])[NH:11][N:10]=2)=[CH:4][C:3]=1[C:20]([N:22]1[CH2:27][CH2:26][NH:25][CH2:24][CH2:23]1)=[O:21].CN(C(ON1N=NC2C=CC=CC1=2)=[N+](C)C)C.F[P-](F)(F)(F)(F)F.C(N(CC)CC)C.[OH:59][CH2:60][CH2:61][CH2:62][CH2:63][CH2:64][C:65](O)=[O:66]. (6) Given the product [N+:14]([C:6]1[CH:7]=[C:8]([C:9]([NH:22][NH2:23])=[O:10])[CH:12]=[CH:13][C:5]=1[C:3]([O:2][CH3:1])=[O:4])([O-:16])=[O:15], predict the reactants needed to synthesize it. The reactants are: [CH3:1][O:2][C:3]([C:5]1[CH:13]=[CH:12][C:8]([C:9](O)=[O:10])=[CH:7][C:6]=1[N+:14]([O-:16])=[O:15])=[O:4].S(Cl)(Cl)=O.O.[NH2:22][NH2:23].